Dataset: Forward reaction prediction with 1.9M reactions from USPTO patents (1976-2016). Task: Predict the product of the given reaction. (1) Given the reactants [Cl:1][C:2]1[C:3]([CH2:8][NH:9][C:10]([N:12]2[CH2:17][CH2:16][CH2:15][CH:14]([C:18]([O:20][CH3:21])=[O:19])[CH2:13]2)=O)=[N:4][CH:5]=[CH:6][N:7]=1.CN1C(=O)N(C)CC1.O=P(Cl)(Cl)Cl, predict the reaction product. The product is: [Cl:1][C:2]1[C:3]2[N:4]([C:10]([N:12]3[CH2:17][CH2:16][CH2:15][CH:14]([C:18]([O:20][CH3:21])=[O:19])[CH2:13]3)=[N:9][CH:8]=2)[CH:5]=[CH:6][N:7]=1. (2) Given the reactants C([O-])([O-])=O.[K+].[K+].Cl.Cl.[CH3:9][N:10]1[C:14]2[CH:15]=[CH:16][CH:17]=[CH:18][C:13]=2[N:12]=[C:11]1[CH2:19][CH2:20][NH2:21].[CH3:22][N:23]1[CH:28]=[C:27]([CH2:29]Cl)[C:26]([C:31](OC)=[O:32])=[C:25]([Cl:35])[C:24]1=[O:36], predict the reaction product. The product is: [Cl:35][C:25]1[C:24](=[O:36])[N:23]([CH3:22])[CH:28]=[C:27]2[CH2:29][N:21]([CH2:20][CH2:19][C:11]3[N:10]([CH3:9])[C:14]4[CH:15]=[CH:16][CH:17]=[CH:18][C:13]=4[N:12]=3)[C:31](=[O:32])[C:26]=12. (3) Given the reactants [O:1]([CH2:8][CH2:9][NH:10][CH:11]1[CH2:16][CH2:15][CH:14]([C:17]2[CH:22]=[CH:21][C:20]([OH:23])=[CH:19][CH:18]=2)[CH2:13][CH2:12]1)[C:2]1[CH:7]=[CH:6][CH:5]=[CH:4][CH:3]=1.O.[C:25](O[BH-](OC(=O)C)OC(=O)C)(=O)C.[Na+].[OH-].[Na+], predict the reaction product. The product is: [CH3:25][N:10]([CH2:9][CH2:8][O:1][C:2]1[CH:3]=[CH:4][CH:5]=[CH:6][CH:7]=1)[CH:11]1[CH2:16][CH2:15][CH:14]([C:17]2[CH:22]=[CH:21][C:20]([OH:23])=[CH:19][CH:18]=2)[CH2:13][CH2:12]1. (4) Given the reactants [NH2:1][C:2]1[N:6]([C:7]2[CH:12]=[CH:11][C:10]([F:13])=[CH:9][CH:8]=2)[N:5]=[CH:4][C:3]=1[C:14]([NH:16][CH2:17][C:18]([CH2:24][NH:25][CH2:26][CH3:27])([OH:23])[C:19]([F:22])([F:21])[F:20])=[O:15].C(N(C(C)C)CC)(C)C.[Cl:37][C:38]1[CH:46]=[CH:45][CH:44]=[C:43]([Cl:47])[C:39]=1[C:40](Cl)=[O:41], predict the reaction product. The product is: [C:18]([O-:41])(=[O:23])[CH3:24].[NH2:1][C:2]1[N:6]([C:7]2[CH:8]=[CH:9][C:10]([F:13])=[CH:11][CH:12]=2)[N:5]=[CH:4][C:3]=1[C:14]([NH:16][CH2:17][C:18]([CH2:24][N:25]([C:40]([C:39]1[C:38]([Cl:37])=[CH:46][CH:45]=[CH:44][C:43]=1[Cl:47])=[O:41])[CH2:26][CH3:27])([OH:23])[C:19]([F:22])([F:21])[F:20])=[O:15]. (5) Given the reactants [F:1][C:2]1[CH:3]=[C:4]2[C:9](=[CH:10][C:11]=1F)[N:8]([CH2:13][C:14]1[CH:19]=[CH:18][C:17]([C:20]([F:23])([F:22])[F:21])=[CH:16][CH:15]=1)[CH:7]=[C:6]([C:24]#[N:25])[C:5]2=[O:26].[CH2:27]([NH2:30])[CH2:28][NH2:29], predict the reaction product. The product is: [NH2:29][CH2:28][CH2:27][NH:30][C:11]1[CH:10]=[C:9]2[C:4]([C:5](=[O:26])[C:6]([C:24]#[N:25])=[CH:7][N:8]2[CH2:13][C:14]2[CH:19]=[CH:18][C:17]([C:20]([F:23])([F:21])[F:22])=[CH:16][CH:15]=2)=[CH:3][C:2]=1[F:1]. (6) The product is: [CH3:1][N:2]1[C:6]2[CH:7]=[CH:8][C:9]([N:11]3[CH:16]=[C:15]([C:17]4[NH:51][N:50]=[N:49][N:18]=4)[C:14](=[O:19])[N:13]([CH2:20][C:21]4[CH:26]=[CH:25][CH:24]=[C:23]([C:27]([F:29])([F:30])[F:28])[C:22]=4[CH3:31])[C:12]3=[O:32])=[CH:10][C:5]=2[N:4]([CH3:33])[C:3]1=[O:34]. Given the reactants [CH3:1][N:2]1[C:6]2[CH:7]=[CH:8][C:9]([N:11]3[CH:16]=[C:15]([C:17]#[N:18])[C:14](=[O:19])[N:13]([CH2:20][C:21]4[CH:26]=[CH:25][CH:24]=[C:23]([C:27]([F:30])([F:29])[F:28])[C:22]=4[CH3:31])[C:12]3=[O:32])=[CH:10][C:5]=2[N:4]([CH3:33])[C:3]1=[O:34].C([Sn](=O)CCCC)CCC.C[Si]([N:49]=[N+:50]=[N-:51])(C)C.C(O)C, predict the reaction product. (7) Given the reactants [Cl:1][C:2]1[CH:7]=[CH:6][C:5]([S:8]([CH2:11][C:12]2[CH:17]=[C:16]([F:18])[CH:15]=[CH:14][C:13]=2[F:19])(=[O:10])=[O:9])=[CH:4][CH:3]=1.[Si:20]([O:37][CH2:38][C:39]1[CH:44]=[CH:43][CH:42]=[CH:41][C:40]=1[CH2:45]O)([C:33]([CH3:36])([CH3:35])[CH3:34])([C:27]1[CH:32]=[CH:31][CH:30]=[CH:29][CH:28]=1)[C:21]1[CH:26]=[CH:25][CH:24]=[CH:23][CH:22]=1.C(C=P(CCCC)(CCCC)CCCC)#N.CO, predict the reaction product. The product is: [Si:20]([O:37][CH2:38][C:39]1[CH:44]=[CH:43][CH:42]=[CH:41][C:40]=1[CH2:45][CH:11]([C:12]1[CH:17]=[C:16]([F:18])[CH:15]=[CH:14][C:13]=1[F:19])[S:8]([C:5]1[CH:6]=[CH:7][C:2]([Cl:1])=[CH:3][CH:4]=1)(=[O:10])=[O:9])([C:33]([CH3:36])([CH3:35])[CH3:34])([C:21]1[CH:26]=[CH:25][CH:24]=[CH:23][CH:22]=1)[C:27]1[CH:28]=[CH:29][CH:30]=[CH:31][CH:32]=1.